Predict the reactants needed to synthesize the given product. From a dataset of Full USPTO retrosynthesis dataset with 1.9M reactions from patents (1976-2016). (1) Given the product [CH3:15][O:14][C:12]([NH:11][C:4](=[C:5]1[CH2:6][CH2:7][O:8][CH2:9][CH2:10]1)[C:3]([OH:16])=[O:2])=[O:13], predict the reactants needed to synthesize it. The reactants are: C[O:2][C:3](=[O:16])[C:4]([NH:11][C:12]([O:14][CH3:15])=[O:13])=[C:5]1[CH2:10][CH2:9][O:8][CH2:7][CH2:6]1.[Li+].[OH-]. (2) Given the product [CH:29]1([N:25]2[CH2:24][CH2:23][N:22]([C:20]3[CH:19]=[CH:18][C:4]4[C:5](=[O:17])[C:6]5[C:7]6[CH:8]=[CH:9][C:10]([C:15]#[N:16])=[N:11][C:12]=6[NH:13][C:14]=5[C:2]([CH3:28])([CH3:1])[C:3]=4[CH:21]=3)[CH2:27][CH2:26]2)[CH2:32][CH2:31][CH2:30]1, predict the reactants needed to synthesize it. The reactants are: [CH3:1][C:2]1([CH3:28])[C:14]2[NH:13][C:12]3[N:11]=[C:10]([C:15]#[N:16])[CH:9]=[CH:8][C:7]=3[C:6]=2[C:5](=[O:17])[C:4]2[CH:18]=[CH:19][C:20]([N:22]3[CH2:27][CH2:26][NH:25][CH2:24][CH2:23]3)=[CH:21][C:3]1=2.[C:29]1(=O)[CH2:32][CH2:31][CH2:30]1. (3) Given the product [Br:1][C:2]1[CH:3]=[C:4]([CH:17]=[CH:18][CH:19]=1)[CH2:5][N:6]1[CH:11]=[CH:10][CH:9]=[C:8]([C:12]([OH:14])=[O:13])[C:7]1=[O:16], predict the reactants needed to synthesize it. The reactants are: [Br:1][C:2]1[CH:3]=[C:4]([CH:17]=[CH:18][CH:19]=1)[CH2:5][N:6]1[CH:11]=[CH:10][CH:9]=[C:8]([C:12]([O:14]C)=[O:13])[C:7]1=[O:16].[OH-].[Na+]. (4) Given the product [CH2:33]([N:15]1[CH2:16][CH:12]([N:10]2[N:9]=[N:8][C:7]([C:1]3[CH:2]=[CH:3][CH:4]=[CH:5][CH:6]=3)=[N:11]2)[CH2:13][CH:14]1[C:17]([N:19]1[CH2:24][CH2:23][N:22]([C:25]2[CH:32]=[CH:31][CH:30]=[CH:29][C:26]=2[C:27]#[N:28])[CH2:21][CH2:20]1)=[O:18])[C:34]1[CH:39]=[CH:38][CH:37]=[CH:36][CH:35]=1, predict the reactants needed to synthesize it. The reactants are: [C:1]1([C:7]2[N:8]=[N:9][N:10]([CH:12]3[CH2:16][NH:15][CH:14]([C:17]([N:19]4[CH2:24][CH2:23][N:22]([C:25]5[CH:32]=[CH:31][CH:30]=[CH:29][C:26]=5[C:27]#[N:28])[CH2:21][CH2:20]4)=[O:18])[CH2:13]3)[N:11]=2)[CH:6]=[CH:5][CH:4]=[CH:3][CH:2]=1.[CH:33](=O)[C:34]1[CH:39]=[CH:38][CH:37]=[CH:36][CH:35]=1.C(O)(=O)C.[BH-](OC(C)=O)(OC(C)=O)OC(C)=O.[Na+]. (5) Given the product [CH3:38][C:37]1([CH3:40])[CH2:11][O:13][C:14](=[O:20])[N:36]1[C:33]1[S:34][CH:35]=[C:31]([C:29]2[CH:28]=[CH:27][C:24]([C:25]#[N:26])=[C:23]([F:22])[CH:30]=2)[N:32]=1, predict the reactants needed to synthesize it. The reactants are: C(N(CC)C(C)C)(C)C.Cl[C:11](Cl)([O:13][C:14](=[O:20])OC(Cl)(Cl)Cl)Cl.[F:22][C:23]1[CH:30]=[C:29]([C:31]2[N:32]=[C:33]([NH:36][C:37](C)([CH3:40])[CH2:38]O)[S:34][CH:35]=2)[CH:28]=[CH:27][C:24]=1[C:25]#[N:26]. (6) Given the product [NH:14]([C:15]1[N:24]=[CH:23][C:22]2[CH2:21][CH2:20][C:19]3=[C:25]4[C:31](=[O:32])[NH:30][CH2:29][CH2:28][N:26]4[N:27]=[C:18]3[C:17]=2[N:16]=1)[C:11]1[CH:12]=[CH:13][CH:8]=[CH:9][CH:10]=1, predict the reactants needed to synthesize it. The reactants are: CN1CCN([C:8]2[CH:13]=[CH:12][C:11]([NH:14][C:15]3[N:24]=[CH:23][C:22]4[CH2:21][CH2:20][C:19]5=[C:25]6[C:31](=[O:32])[NH:30][CH2:29][CH2:28][N:26]6[N:27]=[C:18]5[C:17]=4[N:16]=3)=[CH:10][C:9]=2C(F)(F)F)CC1.ClC1C=C(NC2N=CC3CCC4=C5C(=O)NCCN5N=C4C=3N=2)C=CC=1N1CCN(C)CC1.CN1CCN(C2C=CC(NC3N=CC4CCC5=C6C(=O)NCCN6N=C5C=4N=3)=CC=2)CC1.NC1N=CC2CCC3=C4C(=O)NCCN4N=C3C=2N=1.